Dataset: Catalyst prediction with 721,799 reactions and 888 catalyst types from USPTO. Task: Predict which catalyst facilitates the given reaction. (1) Reactant: [C:1]([O:9][C@@H:10]1[C@H:14]([O:15][C:16](=[O:23])[C:17]2[CH:22]=[CH:21][CH:20]=[CH:19][CH:18]=2)[C@@H:13]([C:24]([NH:26][CH2:27][CH3:28])=[O:25])[O:12][C@H:11]1[N:29]1[CH:37]=[N:36][C:35]2[C:30]1=[N:31][C:32]([I:39])=[N:33][C:34]=2Cl)(=[O:8])[C:2]1[CH:7]=[CH:6][CH:5]=[CH:4][CH:3]=1.[CH2:40]([CH:47]([CH2:50][C:51]1[CH:56]=[CH:55][CH:54]=[CH:53][CH:52]=1)[CH2:48][NH2:49])[C:41]1[CH:46]=[CH:45][CH:44]=[CH:43][CH:42]=1. Product: [C:1]([O:9][C@@H:10]1[C@H:14]([O:15][C:16](=[O:23])[C:17]2[CH:22]=[CH:21][CH:20]=[CH:19][CH:18]=2)[C@@H:13]([C:24]([NH:26][CH2:27][CH3:28])=[O:25])[O:12][C@H:11]1[N:29]1[CH:37]=[N:36][C:35]2[C:30]1=[N:31][C:32]([I:39])=[N:33][C:34]=2[NH:49][CH2:48][CH:47]([CH2:50][C:51]1[CH:56]=[CH:55][CH:54]=[CH:53][CH:52]=1)[CH2:40][C:41]1[CH:46]=[CH:45][CH:44]=[CH:43][CH:42]=1)(=[O:8])[C:2]1[CH:7]=[CH:6][CH:5]=[CH:4][CH:3]=1. The catalyst class is: 32. (2) Reactant: [C-:1]#[N:2].[K+].Cl[C:5]1[S:6][C:7]2[CH:13]=[C:12]([NH:14][CH2:15][CH3:16])[CH:11]=[CH:10][C:8]=2[N:9]=1.P([O-])([O-])([O-])=O.[K+].[K+].[K+]. Product: [C:1]([C:5]1[S:6][C:7]2[CH:13]=[C:12]([NH:14][CH2:15][CH3:16])[CH:11]=[CH:10][C:8]=2[N:9]=1)#[N:2]. The catalyst class is: 16. (3) Reactant: [CH3:1][O:2][C:3]1[CH:23]=[CH:22][C:6]2[CH2:7][C:8](=O)[NH:9][N:10]=[C:11]([C:12]3[CH:17]=[CH:16][C:15]([N+:18]([O-:20])=[O:19])=[CH:14][CH:13]=3)[C:5]=2[CH:4]=1.P12(SP3(SP(SP(S3)(S1)=S)(=S)S2)=S)=[S:25].C(OCC)(=O)C.CCCCCC. Product: [CH3:1][O:2][C:3]1[CH:23]=[CH:22][C:6]2[CH2:7][C:8](=[S:25])[NH:9][N:10]=[C:11]([C:12]3[CH:17]=[CH:16][C:15]([N+:18]([O-:20])=[O:19])=[CH:14][CH:13]=3)[C:5]=2[CH:4]=1. The catalyst class is: 228. (4) Reactant: [Cl:1][C:2]1[CH:3]=[CH:4][C:5]([N+:16]([O-:18])=[O:17])=[C:6]([CH:8]2[CH2:13][C:12](=[O:14])[O:11][C:10](=[O:15])[CH2:9]2)[CH:7]=1.[NH3:19]. Product: [NH2:19][C:10](=[O:15])[CH2:9][CH:8]([C:6]1[CH:7]=[C:2]([Cl:1])[CH:3]=[CH:4][C:5]=1[N+:16]([O-:18])=[O:17])[CH2:13][C:12]([OH:11])=[O:14]. The catalyst class is: 83.